Task: Predict which catalyst facilitates the given reaction.. Dataset: Catalyst prediction with 721,799 reactions and 888 catalyst types from USPTO Reactant: [CH3:1][O:2][C:3](=[O:11])[C:4]1[CH:9]=[CH:8][CH:7]=[C:6]([SH:10])[CH:5]=1.C(=O)([O-])[O-].[K+].[K+].[CH2:18](I)[CH:19]([CH3:21])[CH3:20]. Product: [CH3:1][O:2][C:3](=[O:11])[C:4]1[CH:9]=[CH:8][CH:7]=[C:6]([S:10][CH2:18][CH:19]([CH3:21])[CH3:20])[CH:5]=1. The catalyst class is: 3.